Dataset: Reaction yield outcomes from USPTO patents with 853,638 reactions. Task: Predict the reaction yield, written as a fraction of the theoretical maximum amount of product (1.0 means a 100% yield; for example, 0.34 means a 34% yield). (1) The yield is 0.610. The catalyst is O1CCCC1. The product is [CH3:14][N:3]1[C:12]2[C:7](=[CH:8][CH:9]=[CH:10][CH:11]=2)[CH2:6][CH2:5][CH2:4]1. The reactants are [H-].[Na+].[NH:3]1[C:12]2[C:7](=[CH:8][CH:9]=[CH:10][CH:11]=2)[CH2:6][CH2:5][CH2:4]1.I[CH3:14]. (2) The reactants are C1C=CC(S(N(S(C2C=CC=CC=2)(=O)=O)[F:11])(=O)=O)=CC=1.[CH2:21]([N:23]([CH2:36][CH3:37])[C:24]1[CH:25]=[C:26]2[C:31](=[CH:32][CH:33]=1)[CH:30]=[C:29]([CH:34]=[O:35])[CH:28]=[CH:27]2)[CH3:22].C([O-])([O-])=O.[K+].[K+]. The catalyst is CN(C)C=O. The product is [CH2:36]([N:23]([CH2:21][CH3:22])[C:24]1[C:25]([F:11])=[C:26]2[C:31](=[CH:32][CH:33]=1)[CH:30]=[C:29]([CH:34]=[O:35])[CH:28]=[CH:27]2)[CH3:37]. The yield is 0.790. (3) The product is [ClH:13].[Cl:13][C:14]1[CH:33]=[CH:32][C:17]([NH:18][C:19]2[C:28]3[C:23](=[CH:24][C:25]([O:31][CH2:61][CH2:60][C:56]4[CH:55]=[N:54][CH:59]=[CH:58][CH:57]=4)=[C:26]([O:29][CH3:30])[CH:27]=3)[N:22]=[CH:21][N:20]=2)=[C:16]([F:34])[CH:15]=1. The catalyst is C(Cl)Cl. The yield is 0.520. The reactants are N(C(OCC)=O)=NC(OCC)=O.[Cl:13][C:14]1[CH:33]=[CH:32][C:17]([NH:18][C:19]2[C:28]3[C:23](=[CH:24][C:25]([OH:31])=[C:26]([O:29][CH3:30])[CH:27]=3)[N:22]=[CH:21][N:20]=2)=[C:16]([F:34])[CH:15]=1.C1(P(C2C=CC=CC=2)C2C=CC=CC=2)C=CC=CC=1.[N:54]1[CH:59]=[CH:58][CH:57]=[C:56]([CH2:60][CH2:61]O)[CH:55]=1.